This data is from Catalyst prediction with 721,799 reactions and 888 catalyst types from USPTO. The task is: Predict which catalyst facilitates the given reaction. (1) Reactant: [OH-].[Na+:2].[CH3:3][CH2:4][CH2:5][CH2:6][CH2:7][N:8]([CH2:10][CH2:11][C:12]([P:18]([OH:21])([OH:20])=[O:19])([P:14]([OH:17])([OH:16])=[O:15])[OH:13])[CH3:9]. Product: [CH3:3][CH2:4][CH2:5][CH2:6][CH2:7][N:8]([CH2:10][CH2:11][C:12]([P:18]([O-:21])([OH:20])=[O:19])([P:14]([OH:17])([OH:16])=[O:15])[OH:13])[CH3:9].[Na+:2]. The catalyst class is: 97. (2) Reactant: [Br:1]N1C(=O)CCC1=O.[N+:9]([C:12]1[CH:18]=[CH:17][C:15]([NH2:16])=[CH:14][CH:13]=1)([O-:11])=[O:10]. Product: [Br:1][C:17]1[CH:18]=[C:12]([N+:9]([O-:11])=[O:10])[CH:13]=[CH:14][C:15]=1[NH2:16]. The catalyst class is: 3. (3) Reactant: [CH2:1]([O:8][C:9]1[CH:10]=[C:11]2[C:16](=[CH:17][CH:18]=1)[C:15](=[O:19])[N:14]([CH2:20][CH:21]([CH3:23])[CH3:22])[C:13]([CH2:24]Cl)=[C:12]2[C:26]1[CH:31]=[CH:30][CH:29]=[C:28]([F:32])[CH:27]=1)[C:2]1[CH:7]=[CH:6][CH:5]=[CH:4][CH:3]=1.[C:33]1(=[O:43])[NH:37][C:36](=[O:38])[C:35]2=[CH:39][CH:40]=[CH:41][CH:42]=[C:34]12.[K].O. Product: [CH2:1]([O:8][C:9]1[CH:10]=[C:11]2[C:16](=[CH:17][CH:18]=1)[C:15](=[O:19])[N:14]([CH2:20][CH:21]([CH3:23])[CH3:22])[C:13]([CH2:24][N:37]1[C:33](=[O:43])[C:34]3[C:35](=[CH:39][CH:40]=[CH:41][CH:42]=3)[C:36]1=[O:38])=[C:12]2[C:26]1[CH:31]=[CH:30][CH:29]=[C:28]([F:32])[CH:27]=1)[C:2]1[CH:7]=[CH:6][CH:5]=[CH:4][CH:3]=1. The catalyst class is: 9. (4) Reactant: [CH:1]([C:5]1[CH:10]=[CH:9][C:8]([N:11]2[C:16](=[O:17])[C:15]3[CH:18]=[N:19][CH:20]=[CH:21][C:14]=3[N:13]=[C:12]2[C:22]2[CH:27]=[C:26]([CH3:28])[C:25]([OH:29])=[C:24]([CH3:30])[CH:23]=2)=[CH:7][CH:6]=1)([CH2:3][CH3:4])[CH3:2].C(=O)([O-])[O-].[Cs+].[Cs+].Br[CH2:38][CH2:39][O:40][Si:41]([C:44]([CH3:47])([CH3:46])[CH3:45])([CH3:43])[CH3:42]. Product: [C:44]([Si:41]([CH3:43])([CH3:42])[O:40][CH2:39][CH2:38][O:29][C:25]1[C:26]([CH3:28])=[CH:27][C:22]([C:12]2[N:11]([C:8]3[CH:9]=[CH:10][C:5]([CH:1]([CH2:3][CH3:4])[CH3:2])=[CH:6][CH:7]=3)[C:16](=[O:17])[C:15]3[CH:18]=[N:19][CH:20]=[CH:21][C:14]=3[N:13]=2)=[CH:23][C:24]=1[CH3:30])([CH3:47])([CH3:46])[CH3:45]. The catalyst class is: 18. (5) Reactant: [CH3:1][C:2]1[C:11](=[O:12])[CH2:10][CH2:9][C@@:8]2([C:13]3[CH:18]=[CH:17][CH:16]=[CH:15][CH:14]=3)[C:3]=1[CH2:4][CH2:5][CH2:6][C:7]2=[O:19].[BH4-].[Na+]. Product: [OH:19][C@H:7]1[CH2:6][CH2:5][CH2:4][C:3]2[C@:8]1([C:13]1[CH:14]=[CH:15][CH:16]=[CH:17][CH:18]=1)[CH2:9][CH2:10][C:11](=[O:12])[C:2]=2[CH3:1]. The catalyst class is: 8. (6) Product: [NH:17]1[CH2:18][CH2:19][CH2:20][CH:16]1[C:13]1[CH:14]=[CH:15][C:10]([S:7]([NH:6][C:2]2[S:1][CH:5]=[CH:4][N:3]=2)(=[O:8])=[O:9])=[CH:11][CH:12]=1. Reactant: [S:1]1[CH:5]=[CH:4][N:3]=[C:2]1[NH:6][S:7]([C:10]1[CH:15]=[CH:14][C:13]([CH:16]2[CH2:20][CH2:19][CH2:18][N:17]2C(=O)C(F)(F)F)=[CH:12][CH:11]=1)(=[O:9])=[O:8].[OH-].[Na+].Cl. The catalyst class is: 6.